Dataset: Forward reaction prediction with 1.9M reactions from USPTO patents (1976-2016). Task: Predict the product of the given reaction. (1) Given the reactants [C:1]([O:5][C:6](=[O:24])[N:7]([C@@H:11]1[C:19]2[C:14](=[CH:15][CH:16]=[CH:17][CH:18]=2)[CH2:13][C@H:12]1[O:20][CH2:21][O:22][CH3:23])[CH2:8][O:9][CH3:10])([CH3:4])([CH3:3])[CH3:2].[Br:25]N1C(=O)CCC1=O.N(C(C)(C)C#N)=NC(C)(C)C#N, predict the reaction product. The product is: [C:1]([O:5][C:6](=[O:24])[N:7]([C@@H:11]1[C:19]2[C:14](=[CH:15][CH:16]=[CH:17][CH:18]=2)[CH:13]([Br:25])[C@H:12]1[O:20][CH2:21][O:22][CH3:23])[CH2:8][O:9][CH3:10])([CH3:4])([CH3:3])[CH3:2]. (2) The product is: [CH3:43][NH:44][CH2:26][CH2:25][CH2:24][O:23][C:20]1[CH:21]=[C:22]2[C:17](=[CH:18][CH:19]=1)[NH:16][N:15]=[C:14]2[S:11]([C:1]1[C:10]2[C:5](=[CH:6][CH:7]=[CH:8][CH:9]=2)[CH:4]=[CH:3][CH:2]=1)(=[O:13])=[O:12]. Given the reactants [C:1]1([S:11]([C:14]2[C:22]3[C:17](=[CH:18][CH:19]=[C:20]([O:23][CH2:24][CH2:25][CH2:26]OS(C4C=CC(C)=CC=4)(=O)=O)[CH:21]=3)[NH:16][N:15]=2)(=[O:13])=[O:12])[C:10]2[C:5](=[CH:6][CH:7]=[CH:8][CH:9]=2)[CH:4]=[CH:3][CH:2]=1.C1COCC1.[CH3:43][NH2:44], predict the reaction product. (3) Given the reactants [Cl:1][C:2]1[CH:7]=[CH:6][C:5]([C@@H:8]([OH:14])[CH2:9][NH:10][CH2:11][CH2:12][OH:13])=[CH:4][C:3]=1[F:15].[C:16](O[C:16]([O:18][C:19]([CH3:22])([CH3:21])[CH3:20])=[O:17])([O:18][C:19]([CH3:22])([CH3:21])[CH3:20])=[O:17], predict the reaction product. The product is: [C:19]([O:18][C:16](=[O:17])[N:10]([CH2:9][C@@H:8]([C:5]1[CH:6]=[CH:7][C:2]([Cl:1])=[C:3]([F:15])[CH:4]=1)[OH:14])[CH2:11][CH2:12][OH:13])([CH3:22])([CH3:21])[CH3:20]. (4) The product is: [CH2:1]=[CH:2][C:3]1[CH:8]=[CH:7][CH:6]=[CH:5][CH:4]=1.[CH3:9][N:10]([CH3:16])[C:11](=[O:15])[C:12]([CH3:14])=[CH2:13]. Given the reactants [CH2:1]=[CH:2][C:3]1[CH:8]=[CH:7][CH:6]=[CH:5][CH:4]=1.[CH3:9][N:10]([CH3:16])[C:11](=[O:15])[C:12]([CH3:14])=[CH2:13], predict the reaction product. (5) Given the reactants [CH3:1][S:2][C:3]1[C:4]([OH:13])=[CH:5][C:6]2[C:11]([CH:12]=1)=[CH:10][CH:9]=[CH:8][CH:7]=2.N1C=CC=CC=1.[F:20][C:21]([F:34])([F:33])[S:22](O[S:22]([C:21]([F:34])([F:33])[F:20])(=[O:24])=[O:23])(=[O:24])=[O:23], predict the reaction product. The product is: [F:20][C:21]([F:34])([F:33])[S:22]([O:13][C:4]1[C:3]([S:2][CH3:1])=[CH:12][C:11]2[C:6](=[CH:7][CH:8]=[CH:9][CH:10]=2)[CH:5]=1)(=[O:24])=[O:23]. (6) Given the reactants [NH2:1][C@@H:2]([C:6]1[CH:11]=[CH:10][CH:9]=[CH:8][CH:7]=1)[C:3]([OH:5])=[O:4].[CH:12]1(OC(=O)[C@@H](N)CC(C)C)[CH2:16][CH2:15][CH2:14][CH2:13]1, predict the reaction product. The product is: [CH:12]1([O:4][C:3](=[O:5])[C@@H:2]([NH2:1])[C:6]2[CH:11]=[CH:10][CH:9]=[CH:8][CH:7]=2)[CH2:16][CH2:15][CH2:14][CH2:13]1.